Task: Predict the reaction yield, written as a fraction of the theoretical maximum amount of product (1.0 means a 100% yield; for example, 0.34 means a 34% yield).. Dataset: Reaction yield outcomes from USPTO patents with 853,638 reactions (1) The reactants are C[O:2][C:3](=[O:26])[CH:4]([C:12]1[CH:17]=[CH:16][C:15]([S:18]([CH3:21])(=[O:20])=[O:19])=[C:14]([C:22]([F:25])([F:24])[F:23])[CH:13]=1)[CH2:5][CH:6]1[CH2:11][CH2:10][CH2:9][CH2:8][CH2:7]1.[OH-].[Na+]. The catalyst is C(O)C. The product is [CH:6]1([CH2:5][CH:4]([C:12]2[CH:17]=[CH:16][C:15]([S:18]([CH3:21])(=[O:20])=[O:19])=[C:14]([C:22]([F:25])([F:23])[F:24])[CH:13]=2)[C:3]([OH:26])=[O:2])[CH2:11][CH2:10][CH2:9][CH2:8][CH2:7]1. The yield is 0.970. (2) The reactants are [CH:1]([C:4]1[N:5]=[C:6]([NH2:9])[S:7][CH:8]=1)([CH3:3])[CH3:2].Cl[C:11]1[CH:16]=[C:15]([O:17][C:18]2[CH:19]=[C:20]([CH:25]=[CH:26][CH:27]=2)[C:21]([O:23][CH3:24])=[O:22])[CH:14]=[CH:13][N:12]=1.P([O-])([O-])([O-])=O.[K+].[K+].[K+].C1(C)C=CC=CC=1. The catalyst is O.C1C=CC(/C=C/C(/C=C/C2C=CC=CC=2)=O)=CC=1.C1C=CC(/C=C/C(/C=C/C2C=CC=CC=2)=O)=CC=1.C1C=CC(/C=C/C(/C=C/C2C=CC=CC=2)=O)=CC=1.[Pd].[Pd].CC1(C)C2C=CC=C(P(C3C=CC=CC=3)C3C=CC=CC=3)C=2OC2C1=CC=CC=2P(C1C=CC=CC=1)C1C=CC=CC=1. The product is [CH:1]([C:4]1[N:5]=[C:6]([NH:9][C:11]2[CH:16]=[C:15]([O:17][C:18]3[CH:19]=[C:20]([CH:25]=[CH:26][CH:27]=3)[C:21]([O:23][CH3:24])=[O:22])[CH:14]=[CH:13][N:12]=2)[S:7][CH:8]=1)([CH3:3])[CH3:2]. The yield is 0.816. (3) The reactants are [CH3:1][O:2][C:3]1[CH:4]=[C:5]2C(=[CH:10][CH:11]=1)NC=[CH:6]2.[OH-].[K+].[I:14]I.[H-].[Na+].CI.[CH3:20][N:21]([CH:23]=O)[CH3:22]. No catalyst specified. The product is [I:14][C:6]1[C:5]2[C:22](=[CH:10][CH:11]=[C:3]([O:2][CH3:1])[CH:4]=2)[N:21]([CH3:20])[CH:23]=1. The yield is 0.990. (4) The reactants are [C:1]([CH2:3][O:4][C:5]1[CH:10]=[CH:9][C:8]([C:11]2[CH:16]=[CH:15][C:14]([C:17]3[CH:22]=[CH:21][C:20]([CH2:23][CH2:24][C:25]#[N:26])=[CH:19][C:18]=3[CH2:27][CH:28]([CH3:30])[CH3:29])=[CH:13][C:12]=2[CH:31]([CH3:33])[CH3:32])=[CH:7][C:6]=1[CH2:34][CH:35]([CH3:37])[CH3:36])#[N:2].[ClH:38]. The catalyst is CCO. The product is [ClH:38].[ClH:38].[NH2:2][CH2:1][CH2:3][O:4][C:5]1[CH:10]=[CH:9][C:8]([C:11]2[CH:16]=[CH:15][C:14]([C:17]3[CH:22]=[CH:21][C:20]([CH2:23][CH2:24][CH2:25][NH2:26])=[CH:19][C:18]=3[CH2:27][CH:28]([CH3:29])[CH3:30])=[CH:13][C:12]=2[CH:31]([CH3:33])[CH3:32])=[CH:7][C:6]=1[CH2:34][CH:35]([CH3:37])[CH3:36]. The yield is 0.910. (5) The reactants are [CH3:1][CH:2]1[CH2:7][CH:6]([CH3:8])[CH2:5][NH:4][CH2:3]1.CCN(C(C)C)C(C)C.[Br:18][C:19]1[C:20](Cl)=[C:21]([C:27](=[O:34])[C:28]([O:30][CH:31]([CH3:33])[CH3:32])=[O:29])[C:22]([CH3:26])=[N:23][C:24]=1[CH3:25]. The catalyst is CC#N. The product is [Br:18][C:19]1[C:20]([N:4]2[CH2:5][CH:6]([CH3:8])[CH2:7][CH:2]([CH3:1])[CH2:3]2)=[C:21]([C:27](=[O:34])[C:28]([O:30][CH:31]([CH3:32])[CH3:33])=[O:29])[C:22]([CH3:26])=[N:23][C:24]=1[CH3:25]. The yield is 0.200. (6) The yield is 0.300. The catalyst is CS(C)=O.C(OCC)(=O)C.[Cl-].[Na+].[Cu]I. The reactants are C(=O)([O-])[O-].[K+].[K+].[NH:7]1[CH2:14][CH2:13][CH2:12][C@H:8]1[C:9](O)=O.BrC1C=CN=CC=1.[NH:22]1[CH2:27][CH2:26][CH:25]([CH2:28][NH:29][C:30](=[O:36])[O:31][C:32]([CH3:35])([CH3:34])[CH3:33])[CH2:24][CH2:23]1. The product is [N:7]1[CH:9]=[CH:8][C:12]([N:22]2[CH2:27][CH2:26][CH:25]([CH2:28][NH:29][C:30](=[O:36])[O:31][C:32]([CH3:34])([CH3:33])[CH3:35])[CH2:24][CH2:23]2)=[CH:13][CH:14]=1. (7) The reactants are [CH3:1][C:2]1[C:3]([C:16]2[CH:17]=[C:18]([OH:22])[CH:19]=[CH:20][CH:21]=2)=[N:4][C:5]2[C:10]([N:11]=1)=[C:9]([C:12]([F:15])([F:14])[F:13])[CH:8]=[CH:7][CH:6]=2.F[C:24]1[CH:29]=[CH:28][CH:27]=[C:26]([S:30]([CH3:33])(=[O:32])=[O:31])[CH:25]=1.C([O-])([O-])=O.[K+].[K+]. The yield is 0.480. The catalyst is CC(N(C)C)=O. The product is [CH3:1][C:2]1[C:3]([C:16]2[CH:21]=[CH:20][CH:19]=[C:18]([O:22][C:24]3[CH:29]=[CH:28][CH:27]=[C:26]([S:30]([CH3:33])(=[O:32])=[O:31])[CH:25]=3)[CH:17]=2)=[N:4][C:5]2[C:10]([N:11]=1)=[C:9]([C:12]([F:15])([F:14])[F:13])[CH:8]=[CH:7][CH:6]=2.